This data is from Forward reaction prediction with 1.9M reactions from USPTO patents (1976-2016). The task is: Predict the product of the given reaction. Given the reactants [CH3:1][S:2]([C:5]1[CH:10]=[CH:9][C:8]([C:11]2[C:12]([O:22][C:23]3[CH:28]=[CH:27][C:26]([O:29][CH2:30][CH2:31][N:32]4[CH2:37][CH2:36][CH2:35][CH2:34][CH2:33]4)=[CH:25][CH:24]=3)=[C:13]3[C:18](=[CH:19][CH:20]=2)[CH:17]=[C:16]([OH:21])[CH:15]=[CH:14]3)=[CH:7][CH:6]=1)(=[O:4])=[O:3].[CH2:38]([O:42][C:43](Cl)=[O:44])[CH:39]([CH3:41])[CH3:40].CCOCC, predict the reaction product. The product is: [CH3:1][S:2]([C:5]1[CH:6]=[CH:7][C:8]([C:11]2[C:12]([O:22][C:23]3[CH:28]=[CH:27][C:26]([O:29][CH2:30][CH2:31][N:32]4[CH2:37][CH2:36][CH2:35][CH2:34][CH2:33]4)=[CH:25][CH:24]=3)=[C:13]3[C:18](=[CH:19][CH:20]=2)[CH:17]=[C:16]([O:21][C:43](=[O:44])[O:42][CH2:38][CH:39]([CH3:41])[CH3:40])[CH:15]=[CH:14]3)=[CH:9][CH:10]=1)(=[O:4])=[O:3].